Dataset: Forward reaction prediction with 1.9M reactions from USPTO patents (1976-2016). Task: Predict the product of the given reaction. (1) Given the reactants C([O:5][C:6](=O)[NH:7][CH2:8][CH2:9][NH:10][C:11]([C:13]1[C:14]([OH:37])=[C:15]2[C:20](=[CH:21][N:22]=1)[N:19]([CH2:23][C:24]1[CH:29]=[CH:28][CH:27]=[CH:26][CH:25]=1)[C:18](=[O:30])[C:17]([C:31]1[CH:36]=[CH:35][CH:34]=[CH:33][CH:32]=1)=[CH:16]2)=[O:12])(C)(C)C.FC(F)(F)C(O)=O.C(N(CC)CC)C.C(OCC)=O, predict the reaction product. The product is: [CH:6]([NH:7][CH2:8][CH2:9][NH:10][C:11]([C:13]1[C:14]([OH:37])=[C:15]2[C:20](=[CH:21][N:22]=1)[N:19]([CH2:23][C:24]1[CH:25]=[CH:26][CH:27]=[CH:28][CH:29]=1)[C:18](=[O:30])[C:17]([C:31]1[CH:32]=[CH:33][CH:34]=[CH:35][CH:36]=1)=[CH:16]2)=[O:12])=[O:5]. (2) Given the reactants [Li]CCCC.Br[C:7]1[C:16]2[C:11](=[CH:12][CH:13]=[C:14]([O:17][CH3:18])[CH:15]=2)[C:10]([Cl:19])=[N:9][C:8]=1[CH3:20].CN([CH:24]=[O:25])C, predict the reaction product. The product is: [Cl:19][C:10]1[C:11]2[C:16](=[CH:15][C:14]([O:17][CH3:18])=[CH:13][CH:12]=2)[C:7]([CH:24]=[O:25])=[C:8]([CH3:20])[N:9]=1. (3) Given the reactants [CH3:1][C:2]1[C:10]2[NH:9][C:8](=[O:11])[N:7]([CH2:12][C:13]([O:15][C:16]([CH3:19])([CH3:18])[CH3:17])=[O:14])[C:6]=2[CH:5]=[C:4]([CH3:20])[CH:3]=1.[H-].[Na+].Br[CH2:24][C:25]([O:27][CH3:28])=[O:26], predict the reaction product. The product is: [CH3:28][O:27][C:25](=[O:26])[CH2:24][N:9]1[C:10]2[C:2]([CH3:1])=[CH:3][C:4]([CH3:20])=[CH:5][C:6]=2[N:7]([CH2:12][C:13]([O:15][C:16]([CH3:17])([CH3:19])[CH3:18])=[O:14])[C:8]1=[O:11].